Dataset: B-cell epitopes from IEDB database with 3,159 antigens for binding position prediction. Task: Token-level Classification. Given an antigen amino acid sequence, predict which amino acid positions are active epitope sites capable of antibody binding. Output is a list of indices for active positions. (1) Given the antigen sequence: FWWENSHVFTDAQRRELEKHSLSRVICDNTGLTRVPMDAFQVGKFPEDFESCDSITGMNLEAWRETFPQDDKCGFPESVENGDFVHCEESGRRVLVYSCRHGYELQGREQLTCTQEGWDFQPPLCKDVNECADGAHPPCHASARCRNTKGGFQCLCADPYELGDDGRTCVDSGRLPRVTWISMSLAALLIGGFAGLTSTVICRWTRTGTKSTLPISETGGGTPELRCGKHQAVGTSPQRAAAQDSEQESAGMEGRDTHRLPRAL, which amino acid positions are active epitope sites? The epitope positions are: [102, 103, 104, 105, 106, 107, 108, 109, 110, 111, 112, 113, 114, 115, 116]. The amino acids at these positions are: YELQGREQLTCTQEG. (2) Given the antigen sequence: MKTFLIFVLLAMAMKIATAARELNPSNKELQSPQQSFSYQQQPFPQQPYPQQPYPSQQPYPSQQPFPTPQQQFPEQSQQPFTQPQQPTPIQPQQPFPQQPQQPQQPFPQPQQPFPWQPQQPFPQTQQSFPLQPQQPFPQQPQQPFPQPQLPFPQQSEQIIPQQLQQPFPLQPQQPFPQQPQQPFPQPQQPIPVQPQQSFPQQSQQSQQPFAQPQQLFPELQQPIPQQPQQPFPLQPQQPFPQQPQQPFPQQPQQSFPQQPQQPYPQQQPYGSSLTSIGGQ, which amino acid positions are active epitope sites? The epitope positions are: [263, 264, 265, 266, 267, 268, 269, 270, 271, 272]. The amino acids at these positions are: YPQQQPYGSS. (3) Given the antigen sequence: MAPEFGILMTNEKFDPSIEKTICDVIVTKKGRVKHKEVDGVCGYEWDETNHRFGLCEVEHDMSISEFMYNEIRCEGAYPIFPRYIIDTLKYEKFIDRNDHQIRVDRDDNEMRKILIQPYAGEMYFSPECYPSVFLRREARSQKLDRIRNYIGKRVEFYEEESKRKAILDQNKMSKVEQWRDAVNERIVSIEPKRGECYDHGTDIIYQFIKKLRFGMMYPHYYVLHSDYCIVPNKGGTSIGSWHIRKRTEGDAKASAMYSGKGPLNDLRVKIERDDLSRETIIQIIEYGKKFNSSAGDKQGNISIEKLVEYCDFLTTFVHAKKKEEGEDDTARQEIRKAWVKGMPYTDFSKPMKIARGFNRNMLFFAALDSFRKRNGVDVDPNKGKWKEHIKEVTEKLKKAQTENGGQPCQVSIDGVNVLTNVDYGTVNHWIDWVTDIIMVVQTKRLVKEYAFKKLKSENLLAGMNSLVGVLRCYMYCLALAIYDFYEGTIDGFKKGSNAS..., which amino acid positions are active epitope sites? The epitope positions are: [376, 377, 378, 379, 380, 381, 382, 383, 384, 385, 386, 387, 388, 389, 390, 391, 392, 393, 394]. The amino acids at these positions are: VDVDPNKGKWKEHIKEVTE.